Task: Predict the reactants needed to synthesize the given product.. Dataset: Full USPTO retrosynthesis dataset with 1.9M reactions from patents (1976-2016) (1) Given the product [CH:1]([S:4]([CH2:7][C:8]1[CH:13]=[C:12]([N:14]2[CH2:19][CH2:18][O:17][CH2:16][CH2:15]2)[N:11]=[C:10]([C:20]2[CH:21]=[CH:22][C:23]([NH2:26])=[CH:24][CH:25]=2)[N:9]=1)(=[O:5])=[O:6])([CH3:3])[CH3:2], predict the reactants needed to synthesize it. The reactants are: [CH:1]([S:4]([CH2:7][C:8]1[CH:13]=[C:12]([N:14]2[CH2:19][CH2:18][O:17][CH2:16][CH2:15]2)[N:11]=[C:10]([C:20]2[CH:25]=[CH:24][C:23]([NH:26]C(=O)OC(C)(C)C)=[CH:22][CH:21]=2)[N:9]=1)(=[O:6])=[O:5])([CH3:3])[CH3:2].FC(F)(F)C(O)=O. (2) Given the product [F:15][C:16]1[CH:17]=[CH:18][C:19]([N:22]2[C:30]3[C:25](=[CH:26][C:27]([O:2][C@H:3]([C:7]4[CH:12]=[CH:11][CH:10]=[C:9]([O:13][CH3:14])[CH:8]=4)[C@@H:4]([NH2:6])[CH3:5])=[C:28]([CH3:31])[CH:29]=3)[CH:24]=[N:23]2)=[CH:20][CH:21]=1, predict the reactants needed to synthesize it. The reactants are: [Cl-].[OH:2][C@H:3]([C:7]1[CH:12]=[CH:11][CH:10]=[C:9]([O:13][CH3:14])[CH:8]=1)[C@@H:4]([NH3+:6])[CH3:5].[F:15][C:16]1[CH:21]=[CH:20][C:19]([N:22]2[C:30]3[C:25](=[CH:26][C:27](I)=[C:28]([CH3:31])[CH:29]=3)[CH:24]=[N:23]2)=[CH:18][CH:17]=1. (3) Given the product [Br:22][C:18]1[CH:17]=[C:16]([NH:15][C:5]2[C:4]3[C:9](=[C:10]([CH3:12])[CH:11]=[C:2]([NH:1][CH2:30][CH2:29][N:23]4[CH2:28][CH2:27][O:26][CH2:25][CH2:24]4)[CH:3]=3)[N:8]=[CH:7][C:6]=2[C:13]#[N:14])[CH:21]=[CH:20][CH:19]=1, predict the reactants needed to synthesize it. The reactants are: [NH2:1][C:2]1[CH:3]=[C:4]2[C:9](=[C:10]([CH3:12])[CH:11]=1)[N:8]=[CH:7][C:6]([C:13]#[N:14])=[C:5]2[NH:15][C:16]1[CH:21]=[CH:20][CH:19]=[C:18]([Br:22])[CH:17]=1.[N:23]1([CH2:29][CH:30]=O)[CH2:28][CH2:27][O:26][CH2:25][CH2:24]1.[BH3-]C#N.[Na+]. (4) Given the product [C:39]([N:6]([C:7]1[CH:12]=[C:11]([O:13][C:14]2[N:19]=[C:18]3[S:20][C:21]([NH:23][C:24]([CH:26]4[CH2:28][CH2:27]4)=[O:25])=[N:22][C:17]3=[CH:16][CH:15]=2)[CH:10]=[CH:9][C:8]=1[F:29])[C:4](=[O:5])[C:3]1[CH:30]=[CH:31][CH:32]=[C:33]([C:34]2([C:37]#[N:38])[CH2:36][CH2:35]2)[C:2]=1[Cl:1])(=[O:41])[CH3:40], predict the reactants needed to synthesize it. The reactants are: [Cl:1][C:2]1[C:33]([C:34]2([C:37]#[N:38])[CH2:36][CH2:35]2)=[CH:32][CH:31]=[CH:30][C:3]=1[C:4]([NH:6][C:7]1[CH:12]=[C:11]([O:13][C:14]2[N:19]=[C:18]3[S:20][C:21]([NH:23][C:24]([CH:26]4[CH2:28][CH2:27]4)=[O:25])=[N:22][C:17]3=[CH:16][CH:15]=2)[CH:10]=[CH:9][C:8]=1[F:29])=[O:5].[C:39](OC(=O)C)(=[O:41])[CH3:40].O. (5) Given the product [C:17]([O:16][C:15]([NH:14][C:9]1[CH:10]=[CH:11][CH:12]=[CH:13][C:8]=1[N:7]([CH:1]1[CH2:2][CH2:3][CH2:4][CH2:5][CH2:6]1)[CH2:28][C@@H:27]([NH:26][C:24](=[O:25])[C:23]([F:22])([F:33])[F:34])[C:29]([O:31][CH3:32])=[O:30])=[O:21])([CH3:18])([CH3:20])[CH3:19], predict the reactants needed to synthesize it. The reactants are: [CH:1]1([NH:7][C:8]2[CH:13]=[CH:12][CH:11]=[CH:10][C:9]=2[NH:14][C:15](=[O:21])[O:16][C:17]([CH3:20])([CH3:19])[CH3:18])[CH2:6][CH2:5][CH2:4][CH2:3][CH2:2]1.[F:22][C:23]([F:34])([F:33])[C:24]([N@@:26]1[CH2:28][CH:27]1[C:29]([O:31][CH3:32])=[O:30])=[O:25].C1(NC2C=CC=CC=2NC(=O)OCC2C=CC=CC=2)CCCCC1.C1(N2C[C@@H](NC(=O)NC3C=C(C=CC=3)C([O-])=O)C(=O)N(CC(=O)C(C)(C)C)C3C=CC=CC2=3)CCCCC1.[Ca+2].C1(N2C[C@@H](NC(=O)NC3C=C(C=CC=3)C([O-])=O)C(=O)N(CC(=O)C(C)(C)C)C3C=CC=CC2=3)CCCCC1. (6) Given the product [F:21][C:2]([F:1])([F:20])[C:3]1[C:11]2[CH2:10][CH2:9][CH2:8][CH2:7][C:6]=2[N:5]([CH2:12][C:13]2[CH:14]=[CH:15][C:16]([N:17]3[CH2:32][CH2:33][CH2:34][C:35]3=[O:36])=[CH:18][CH:19]=2)[N:4]=1, predict the reactants needed to synthesize it. The reactants are: [F:1][C:2]([F:21])([F:20])[C:3]1[C:11]2[CH2:10][CH2:9][CH2:8][CH2:7][C:6]=2[N:5]([CH2:12][C:13]2[CH:19]=[CH:18][C:16]([NH2:17])=[CH:15][CH:14]=2)[N:4]=1.C(N(C(C)C)CC)(C)C.Cl[CH2:32][CH2:33][CH2:34][C:35](Cl)=[O:36].[H-].[Na+]. (7) Given the product [Br:1][C:2]1[CH:17]=[CH:16][C:5]([C:6]([NH:8][C@H:9]2[CH2:10][CH2:11][C@H:12]([O:15][Si:40]([C:36]([CH3:39])([CH3:38])[CH3:37])([CH3:42])[CH3:41])[CH2:13][CH2:14]2)=[O:7])=[CH:4][C:3]=1[CH3:18], predict the reactants needed to synthesize it. The reactants are: [Br:1][C:2]1[CH:17]=[CH:16][C:5]([C:6]([NH:8][C@H:9]2[CH2:14][CH2:13][C@H:12]([OH:15])[CH2:11][CH2:10]2)=[O:7])=[CH:4][C:3]=1[CH3:18].N1C=CN=C1.FC1C(O)=C(F)C(F)=C(F)C=1F.[C:36]([Si:40](Cl)([CH3:42])[CH3:41])([CH3:39])([CH3:38])[CH3:37]. (8) Given the product [ClH:17].[ClH:17].[NH:8]1[CH2:9][CH:6]([N:1]2[CH2:5][CH2:4][CH2:3][CH2:2]2)[CH2:7]1, predict the reactants needed to synthesize it. The reactants are: [N:1]1([CH:6]2[CH2:9][N:8](C(OC(C)(C)C)=O)[CH2:7]2)[CH2:5][CH2:4][CH2:3][CH2:2]1.[ClH:17]. (9) Given the product [OH:14][C@H:9]1[C@@H:8]2[CH2:13][CH2:12][C@@H:11]([C@@H:6]([CH2:5][O:4][CH2:3][O:2][CH3:1])[N:7]2[C:15]([O:17][C:18]([CH3:21])([CH3:20])[CH3:19])=[O:16])[CH2:10]1, predict the reactants needed to synthesize it. The reactants are: [CH3:1][O:2][CH2:3][O:4][CH2:5][C@@H:6]1[C@@H:11]2[CH2:12][CH2:13][C@@H:8]([C:9](=[O:14])[CH2:10]2)[N:7]1[C:15]([O:17][C:18]([CH3:21])([CH3:20])[CH3:19])=[O:16].CO.[BH4-].[Na+].